From a dataset of Peptide-MHC class I binding affinity with 185,985 pairs from IEDB/IMGT. Regression. Given a peptide amino acid sequence and an MHC pseudo amino acid sequence, predict their binding affinity value. This is MHC class I binding data. (1) The peptide sequence is RDRFKRTSF. The MHC is HLA-A02:16 with pseudo-sequence HLA-A02:16. The binding affinity (normalized) is 0.0847. (2) The binding affinity (normalized) is 1.00. The MHC is HLA-B15:03 with pseudo-sequence HLA-B15:03. The peptide sequence is RMFGSKPTF.